Predict the reactants needed to synthesize the given product. From a dataset of Full USPTO retrosynthesis dataset with 1.9M reactions from patents (1976-2016). (1) Given the product [O:23]1[CH2:24][CH:21]([N:18]2[CH2:19][CH2:20][N:15]([C:12]3[CH:13]=[CH:14][C:9]([NH:8][C:4]4[N:5]=[CH:6][N:7]=[C:2]([C:36]5[CH:37]=[CH:38][C:31]([O:30][C@@H:27]6[CH2:28][CH2:29][O:25][CH2:26]6)=[C:32]([CH:35]=5)[C:33]#[N:34])[N:3]=4)=[CH:10][CH:11]=3)[CH2:16][CH2:17]2)[CH2:22]1, predict the reactants needed to synthesize it. The reactants are: Cl[C:2]1[N:7]=[CH:6][N:5]=[C:4]([NH:8][C:9]2[CH:14]=[CH:13][C:12]([N:15]3[CH2:20][CH2:19][N:18]([CH:21]4[CH2:24][O:23][CH2:22]4)[CH2:17][CH2:16]3)=[CH:11][CH:10]=2)[N:3]=1.[O:25]1[CH2:29][CH2:28][C@@H:27]([O:30][C:31]2[CH:38]=[CH:37][C:36](B3OC(C)(C)C(C)(C)O3)=[CH:35][C:32]=2[C:33]#[N:34])[CH2:26]1.C(=O)([O-])[O-].[Na+].[Na+]. (2) Given the product [F:33][C:15]1[C:16]2[N:24]([C:25]3[CH:30]=[CH:29][C:28]([I:31])=[CH:27][C:26]=3[F:32])[C:6](=[O:7])[NH:23][C:17]=2[C:18]2[O:22][CH:21]=[CH:20][C:19]=2[C:14]=1[F:13], predict the reactants needed to synthesize it. The reactants are: C1N=CN([C:6](N2C=NC=C2)=[O:7])C=1.[F:13][C:14]1[C:19]2[CH:20]=[CH:21][O:22][C:18]=2[C:17]([NH2:23])=[C:16]([NH:24][C:25]2[CH:30]=[CH:29][C:28]([I:31])=[CH:27][C:26]=2[F:32])[C:15]=1[F:33].C(OCC)(=O)C. (3) Given the product [CH2:14]([CH:13]([C:5]1[C:6]2[N:7]([CH3:12])[C:8](=[O:11])[NH:9][C:10]=2[C:2]([C:19]#[N:20])=[CH:3][CH:4]=1)[CH2:16][CH3:17])[CH3:15], predict the reactants needed to synthesize it. The reactants are: Br[C:2]1[C:10]2[NH:9][C:8](=[O:11])[N:7]([CH3:12])[C:6]=2[C:5]([CH:13]([CH2:16][CH3:17])[CH2:14][CH3:15])=[CH:4][CH:3]=1.[Cu](C#N)[C:19]#[N:20]. (4) Given the product [C:1]([C:5]1[CH:6]=[C:7]([CH2:12][CH2:13][C:14]2([CH:22]3[CH2:26][CH2:25][CH2:24][CH2:23]3)[O:19][C:18](=[O:20])[C:17]([CH2:38][C:36]3[N:37]=[C:30]4[N:29]=[C:28]([CH3:27])[CH:33]=[C:32]([CH3:34])[N:31]4[N:35]=3)=[C:16]([OH:21])[CH2:15]2)[CH:8]=[CH:9][C:10]=1[OH:11])([CH3:4])([CH3:2])[CH3:3], predict the reactants needed to synthesize it. The reactants are: [C:1]([C:5]1[CH:6]=[C:7]([CH2:12][CH2:13][C:14]2([CH:22]3[CH2:26][CH2:25][CH2:24][CH2:23]3)[O:19][C:18](=[O:20])[CH2:17][C:16](=[O:21])[CH2:15]2)[CH:8]=[CH:9][C:10]=1[OH:11])([CH3:4])([CH3:3])[CH3:2].[CH3:27][C:28]1[CH:33]=[C:32]([CH3:34])[N:31]2[N:35]=[C:36]([CH:38]=O)[N:37]=[C:30]2[N:29]=1. (5) Given the product [C:1]1([S:7]([N:10]2[C:11]3=[N:12][CH:13]=[C:14]([S:18][CH3:19])[CH:15]=[C:16]3[CH:21]=[C:20]2[C:22]2[O:23][C:24]([CH3:27])=[CH:25][CH:26]=2)(=[O:9])=[O:8])[CH:6]=[CH:5][CH:4]=[CH:3][CH:2]=1, predict the reactants needed to synthesize it. The reactants are: [C:1]1([S:7]([NH:10][C:11]2[C:16](I)=[CH:15][C:14]([S:18][CH3:19])=[CH:13][N:12]=2)(=[O:9])=[O:8])[CH:6]=[CH:5][CH:4]=[CH:3][CH:2]=1.[C:20]([C:22]1[O:23][C:24]([CH3:27])=[CH:25][CH:26]=1)#[CH:21].C(N(CC)CC)C.O. (6) Given the product [NH2:5][C:4]1[N:6]=[C:11]([C:13]2[S:17][C:16]([C:18]([NH:20][CH2:21][C:22]3[CH:23]=[CH:24][CH:25]=[CH:26][CH:27]=3)=[O:19])=[CH:15][CH:14]=2)[CH:10]=[CH:9][N:3]=1, predict the reactants needed to synthesize it. The reactants are: [Na].Cl.[NH2:3][C:4]([NH2:6])=[NH:5].CN(C)/[CH:9]=[CH:10]/[C:11]([C:13]1[S:17][C:16]([C:18]([NH:20][CH2:21][C:22]2[CH:27]=[CH:26][CH:25]=[CH:24][CH:23]=2)=[O:19])=[CH:15][CH:14]=1)=O. (7) Given the product [NH2:30][C@H:31]([C:39]([OH:41])=[O:40])[CH2:32][CH2:33][CH2:34][NH:35][C:36](=[NH:37])[NH2:38].[CH2:1]([O:3][CH:4]([CH2:8][C:9]1[CH:10]=[CH:11][C:12]([NH:15][CH2:16][CH2:17][CH2:18][C:19]2[CH:20]=[CH:21][C:22]([O:25][S:26]([CH3:29])(=[O:27])=[O:28])=[CH:23][CH:24]=2)=[CH:13][CH:14]=1)[C:5]([OH:7])=[O:6])[CH3:2], predict the reactants needed to synthesize it. The reactants are: [CH2:1]([O:3][CH:4]([CH2:8][C:9]1[CH:14]=[CH:13][C:12]([NH:15][CH2:16][CH2:17][CH2:18][C:19]2[CH:24]=[CH:23][C:22]([O:25][S:26]([CH3:29])(=[O:28])=[O:27])=[CH:21][CH:20]=2)=[CH:11][CH:10]=1)[C:5]([OH:7])=[O:6])[CH3:2].[NH2:30][C@H:31]([C:39]([OH:41])=[O:40])[CH2:32][CH2:33][CH2:34][NH:35][C:36](=[NH:38])[NH2:37]. (8) Given the product [Cl:25][C:26]1[CH:27]=[C:28]([NH:29][C:9](=[O:11])[C:8]2[CH:12]=[CH:13][C:5]([O:4][CH:1]3[CH2:3][CH2:2]3)=[C:6]([S:14]([N:17]3[CH2:23][CH:22]([OH:24])[CH2:21][O:20][CH2:19][CH2:18]3)(=[O:15])=[O:16])[CH:7]=2)[CH:30]=[CH:31][C:32]=1[F:33], predict the reactants needed to synthesize it. The reactants are: [CH:1]1([O:4][C:5]2[CH:13]=[CH:12][C:8]([C:9]([OH:11])=O)=[CH:7][C:6]=2[S:14]([N:17]2[CH2:23][CH:22]([OH:24])[CH2:21][O:20][CH2:19][CH2:18]2)(=[O:16])=[O:15])[CH2:3][CH2:2]1.[Cl:25][C:26]1[CH:27]=[C:28]([CH:30]=[CH:31][C:32]=1[F:33])[NH2:29].CN(C(ON1N=NC2C=CC=NC1=2)=[N+](C)C)C.F[P-](F)(F)(F)(F)F.CCN(C(C)C)C(C)C. (9) Given the product [CH2:1]([C:5]1[CH:6]=[CH:7][C:8]([C:11]#[C:12][C:13]2[CH:35]=[CH:34][C:16]([CH2:17][N:18]([CH2:30][CH:31]3[CH2:32][CH2:33]3)[C:19]3[CH:20]=[CH:21][C:22]([F:29])=[C:23]([CH:28]=3)[C:24]([OH:26])=[O:25])=[CH:15][CH:14]=2)=[CH:9][CH:10]=1)[CH2:2][CH2:3][CH3:4], predict the reactants needed to synthesize it. The reactants are: [CH2:1]([C:5]1[CH:10]=[CH:9][C:8]([C:11]#[C:12][C:13]2[CH:35]=[CH:34][C:16]([CH2:17][N:18]([CH2:30][CH:31]3[CH2:33][CH2:32]3)[C:19]3[CH:20]=[CH:21][C:22]([F:29])=[C:23]([CH:28]=3)[C:24]([O:26]C)=[O:25])=[CH:15][CH:14]=2)=[CH:7][CH:6]=1)[CH2:2][CH2:3][CH3:4].CO[2H]. (10) Given the product [Cl:20][C:21]1[N:26]=[C:25]([NH:29][CH2:30][CH:31]([OH:32])[C:33]2[CH:38]=[CH:37][CH:36]=[CH:35][CH:34]=2)[C:24]([F:28])=[CH:23][N:22]=1, predict the reactants needed to synthesize it. The reactants are: ClC1N=C(NC2C=CC3OCCOC=3C=2)C(F)=CN=1.[Cl:20][C:21]1[N:26]=[C:25](Cl)[C:24]([F:28])=[CH:23][N:22]=1.[NH2:29][CH2:30][CH:31]([C:33]1[CH:38]=[CH:37][CH:36]=[CH:35][CH:34]=1)[OH:32].